Dataset: Forward reaction prediction with 1.9M reactions from USPTO patents (1976-2016). Task: Predict the product of the given reaction. (1) Given the reactants [Cl:1][CH2:2][CH2:3][CH2:4][S:5]([O:8][CH2:9][C:10]([CH3:24])([CH3:23])[C@@H:11]([O:15][CH2:16][C:17]1[CH:22]=[CH:21][CH:20]=[CH:19][CH:18]=1)[C:12]([OH:14])=[O:13])(=[O:7])=[O:6].C(Cl)(=O)C(Cl)=O.[CH3:31][CH:32]([CH3:35])[CH2:33]O.N1C=CC=CC=1, predict the reaction product. The product is: [Cl:1][CH2:2][CH2:3][CH2:4][S:5]([O:8][CH2:9][C:10]([CH3:24])([CH3:23])[C@@H:11]([O:15][CH2:16][C:17]1[CH:22]=[CH:21][CH:20]=[CH:19][CH:18]=1)[C:12]([O:14][CH2:31][CH:32]([CH3:35])[CH3:33])=[O:13])(=[O:6])=[O:7]. (2) The product is: [NH2:15][C:14]1[N:1]([C:3]2[CH:8]=[CH:7][NH:6][C:5](=[O:9])[CH:4]=2)[N:2]=[C:12]([C:11]([CH3:18])([CH3:17])[CH3:10])[CH:13]=1. Given the reactants [NH:1]([C:3]1[CH:8]=[CH:7][NH:6][C:5](=[O:9])[CH:4]=1)[NH2:2].[CH3:10][C:11]([CH3:18])([CH3:17])[C:12](=O)[CH2:13][C:14]#[N:15], predict the reaction product. (3) The product is: [NH2:8][C@@H:9]([CH3:12])[CH2:10][O:11][C:14]1[CH:29]=[CH:28][C:17]([C:18]([O:20][CH2:21][C:22]2[CH:27]=[CH:26][CH:25]=[CH:24][CH:23]=2)=[O:19])=[CH:16][CH:15]=1. Given the reactants C(OC([NH:8][C@@H:9]([CH3:12])[CH2:10][OH:11])=O)(C)(C)C.O[C:14]1[CH:29]=[CH:28][C:17]([C:18]([O:20][CH2:21][C:22]2[CH:27]=[CH:26][CH:25]=[CH:24][CH:23]=2)=[O:19])=[CH:16][CH:15]=1.C1C=CC(P(C2C=CC=CC=2)C2C=CC=CC=2)=CC=1.CC(OC(/N=N/C(OC(C)C)=O)=O)C, predict the reaction product.